The task is: Predict which catalyst facilitates the given reaction.. This data is from Catalyst prediction with 721,799 reactions and 888 catalyst types from USPTO. (1) Reactant: Br[C:2]1[C:7]([F:8])=[CH:6][C:5]([Br:9])=[CH:4][N:3]=1.C([Li])CCC.[CH3:15][C:16]([CH3:18])=[O:17]. Product: [Br:9][C:5]1[CH:6]=[C:7]([F:8])[C:2]([C:16]([OH:17])([CH3:18])[CH3:15])=[N:3][CH:4]=1. The catalyst class is: 11. (2) Reactant: [CH:1]1([CH2:7][CH2:8][CH2:9][C:10]2[CH:11]=[C:12]([CH2:16][OH:17])[CH:13]=[CH:14][CH:15]=2)[CH2:6][CH2:5][CH2:4][CH2:3][CH2:2]1. Product: [CH:1]1([CH2:7][CH2:8][CH2:9][C:10]2[CH:11]=[C:12]([CH:13]=[CH:14][CH:15]=2)[CH:16]=[O:17])[CH2:6][CH2:5][CH2:4][CH2:3][CH2:2]1. The catalyst class is: 428. (3) Reactant: [CH2:1]([O:8][C:9]1[C:10]([C:18]2(O)[C:26]3[C:21](=[CH:22][CH:23]=[CH:24][CH:25]=3)[N:20]([CH2:27][C:28]3[O:29][C:30]([C:33]([F:36])([F:35])[F:34])=[CH:31][CH:32]=3)[C:19]2=[O:37])=[CH:11][C:12]2[O:16][CH2:15][O:14][C:13]=2[CH:17]=1)[C:2]1[CH:7]=[CH:6][CH:5]=[CH:4][CH:3]=1.C([SiH](CC)CC)C.FC(F)(F)C(O)=O. Product: [CH2:1]([O:8][C:9]1[C:10]([CH:18]2[C:26]3[C:21](=[CH:22][CH:23]=[CH:24][CH:25]=3)[N:20]([CH2:27][C:28]3[O:29][C:30]([C:33]([F:36])([F:35])[F:34])=[CH:31][CH:32]=3)[C:19]2=[O:37])=[CH:11][C:12]2[O:16][CH2:15][O:14][C:13]=2[CH:17]=1)[C:2]1[CH:7]=[CH:6][CH:5]=[CH:4][CH:3]=1. The catalyst class is: 4. (4) Reactant: C(OC1C=CC([CH:15]([N:32]2[CH:36]=[N:35][CH:34]=[N:33]2)[C:16]([C:24]2[CH:29]=[CH:28][C:27]([F:30])=[CH:26][C:25]=2[F:31])([OH:23])[CH2:17][N:18]2[CH:22]=[N:21][CH:20]=[N:19]2)=CC=1)C1C=CC=CC=1.[CH3:37][OH:38]. Product: [OH:38][C:37]1[CH:26]=[CH:25][C:24]([C:34]2[N:35]=[CH:36][N:32]([CH2:15][C:16]([C:24]3[CH:29]=[CH:28][C:27]([F:30])=[CH:26][C:25]=3[F:31])([OH:23])[CH2:17][N:18]3[CH:22]=[N:21][CH:20]=[N:19]3)[N:33]=2)=[CH:16][CH:15]=1. The catalyst class is: 175. (5) Reactant: C[O:2][C:3](=O)[C:4]([CH3:19])([CH3:18])[CH:5]([NH:10][C:11]([O:13][C:14]([CH3:17])([CH3:16])[CH3:15])=[O:12])[C:6](OC)=[O:7].[H-].C([Al+]CC(C)C)C(C)C. Product: [C:14]([O:13][C:11](=[O:12])[NH:10][CH:5]([CH2:6][OH:7])[C:4]([CH3:19])([CH3:18])[CH2:3][OH:2])([CH3:17])([CH3:15])[CH3:16]. The catalyst class is: 4. (6) The catalyst class is: 2. Reactant: [CH2:1]([N:8]1[C:16]2[C:11](=[C:12]([OH:18])[CH:13]=[C:14]([F:17])[CH:15]=2)[CH:10]=[C:9]1[C:19]([NH2:21])=[O:20])[C:2]1[CH:7]=[CH:6][CH:5]=[CH:4][CH:3]=1.N1C=CC=CC=1.[F:28][C:29]([F:42])([F:41])[S:30](O[S:30]([C:29]([F:42])([F:41])[F:28])(=[O:32])=[O:31])(=[O:32])=[O:31].CCOC(C)=O.O. Product: [CH2:1]([N:8]1[C:16]2[C:11](=[C:12]([O:18][S:30]([C:29]([F:42])([F:41])[F:28])(=[O:32])=[O:31])[CH:13]=[C:14]([F:17])[CH:15]=2)[CH:10]=[C:9]1[C:19](=[O:20])[NH2:21])[C:2]1[CH:3]=[CH:4][CH:5]=[CH:6][CH:7]=1. (7) The catalyst class is: 1. Reactant: [F:1][C:2]1[C:3]([NH:12][C:13]2[CH:18]=[CH:17][C:16]([C:19]#[CH:20])=[CH:15][C:14]=2[F:21])=[C:4]([CH:8]=[CH:9][C:10]=1[F:11])[C:5]([OH:7])=O.C(N1C=CN=C1)(N1C=CN=C1)=O.[N-]1C=CN=C1.[NH2:39][O:40][CH2:41][CH2:42][OH:43]. Product: [C:19]([C:16]1[CH:17]=[CH:18][C:13]([NH:12][C:3]2[C:2]([F:1])=[C:10]([F:11])[CH:9]=[CH:8][C:4]=2[C:5]([NH:39][O:40][CH2:41][CH2:42][OH:43])=[O:7])=[C:14]([F:21])[CH:15]=1)#[CH:20].